From a dataset of Full USPTO retrosynthesis dataset with 1.9M reactions from patents (1976-2016). Predict the reactants needed to synthesize the given product. (1) The reactants are: [CH:1]1[CH:2]=[CH:3][C:4]2[S:15][C:14]3[CH:13]=[CH:12][CH:11]=[CH:10][C:9]=3[N:8]=[C:7]([N:16]3[CH2:21][CH2:20][N:19]([CH2:22][CH2:23][O:24][CH2:25][CH2:26][OH:27])[CH2:18][CH2:17]3)[C:5]=2[CH:6]=1.[S:28](=[O:32])(=[O:31])([OH:30])[OH:29]. Given the product [CH:1]1[CH:2]=[CH:3][C:4]2[S:15][C:14]3[CH:13]=[CH:12][CH:11]=[CH:10][C:9]=3[N:8]=[C:7]([N:16]3[CH2:21][CH2:20][N:19]([CH2:22][CH2:23][O:24][CH2:25][CH2:26][OH:27])[CH2:18][CH2:17]3)[C:5]=2[CH:6]=1.[S:28]([O-:32])([O-:31])(=[O:30])=[O:29], predict the reactants needed to synthesize it. (2) Given the product [CH:7]1([C@@H:5]2[N:4]([C:12]3[CH:19]=[CH:18][C:15]([C:16]#[N:17])=[C:14]([CH3:20])[N:13]=3)[N:3]=[C:2]([C:27]3[CH:26]=[CH:25][C:24]([OH:38])=[C:23]([O:22][CH3:21])[CH:28]=3)[CH2:6]2)[CH2:11][CH2:10][CH2:9][CH2:8]1, predict the reactants needed to synthesize it. The reactants are: Cl[C:2]1[CH2:6][C@H:5]([CH:7]2[CH2:11][CH2:10][CH2:9][CH2:8]2)[N:4]([C:12]2[CH:19]=[CH:18][C:15]([C:16]#[N:17])=[C:14]([CH3:20])[N:13]=2)[N:3]=1.[CH3:21][O:22][C:23]1[CH:28]=[C:27](B2OC(C)(C)C(C)(C)O2)[CH:26]=[CH:25][C:24]=1[OH:38]. (3) Given the product [Br:31][C:32]1[N:37]=[C:36]([C:38]([NH:1][C:2]2[CH:3]=[N:4][CH:5]=[CH:6][C:7]=2[N:8]2[CH2:13][C@H:12]([CH2:14][OH:15])[CH2:11][C@H:10]([NH:23][C:24](=[O:30])[O:25][C:26]([CH3:28])([CH3:27])[CH3:29])[CH2:9]2)=[O:40])[C:35]([F:41])=[CH:34][CH:33]=1, predict the reactants needed to synthesize it. The reactants are: [NH2:1][C:2]1[CH:3]=[N:4][CH:5]=[CH:6][C:7]=1[N:8]1[CH2:13][C@H:12]([CH2:14][O:15][Si](C(C)(C)C)(C)C)[CH2:11][C@H:10]([NH:23][C:24](=[O:30])[O:25][C:26]([CH3:29])([CH3:28])[CH3:27])[CH2:9]1.[Br:31][C:32]1[N:37]=[C:36]([C:38]([OH:40])=O)[C:35]([F:41])=[CH:34][CH:33]=1.